Dataset: Full USPTO retrosynthesis dataset with 1.9M reactions from patents (1976-2016). Task: Predict the reactants needed to synthesize the given product. (1) Given the product [Br:1][C:2]1[CH:11]=[C:10]2[C:5]([CH:6]=[CH:7][N:8]=[C:9]2[Cl:17])=[CH:4][C:3]=1[O:13][CH3:14], predict the reactants needed to synthesize it. The reactants are: [Br:1][C:2]1[CH:11]=[C:10]2[C:5]([CH:6]=[CH:7][NH:8][C:9]2=O)=[CH:4][C:3]=1[O:13][CH3:14].P(Cl)(Cl)([Cl:17])=O. (2) Given the product [CH2:6]([C:8]1[CH:13]=[CH:12][CH:11]=[C:10]([CH2:14][CH3:15])[C:9]=1[C:16]1[N:21]=[CH:20][C:19]([CH:22]([OH:23])[CH2:1][CH2:2][CH3:3])=[C:18]([O:24][CH2:25][CH3:26])[CH:17]=1)[CH3:7], predict the reactants needed to synthesize it. The reactants are: [CH2:1]([Mg]Cl)[CH2:2][CH3:3].[CH2:6]([C:8]1[CH:13]=[CH:12][CH:11]=[C:10]([CH2:14][CH3:15])[C:9]=1[C:16]1[N:21]=[CH:20][C:19]([CH:22]=[O:23])=[C:18]([O:24][CH2:25][CH3:26])[CH:17]=1)[CH3:7].[NH4+].[Cl-]. (3) Given the product [OH:4][C:5]1[CH:6]=[C:7]([CH:21]=[C:22]([O:24][CH2:25][C:26]2[CH:31]=[CH:30][CH:29]=[CH:28][C:27]=2[CH3:32])[CH:23]=1)[C:8]([NH:10][C:11]1[N:16]=[CH:15][C:14]([C:17]([O:19][CH3:20])=[O:18])=[CH:13][CH:12]=1)=[O:9], predict the reactants needed to synthesize it. The reactants are: C([O:4][C:5]1[CH:6]=[C:7]([CH:21]=[C:22]([O:24][CH2:25][C:26]2[CH:31]=[CH:30][CH:29]=[CH:28][C:27]=2[CH3:32])[CH:23]=1)[C:8]([NH:10][C:11]1[N:16]=[CH:15][C:14]([C:17]([O:19][CH3:20])=[O:18])=[CH:13][CH:12]=1)=[O:9])(=O)C.C[O-].[Na+].Cl.C(=O)(O)[O-].[Na+]. (4) Given the product [CH3:18][N:8]1[C:9]2[C:14](=[CH:13][CH:12]=[CH:11][CH:10]=2)[C:5]([C:4]([F:3])([F:16])[F:17])=[CH:6][C:7]1=[O:15], predict the reactants needed to synthesize it. The reactants are: [OH-].[K+].[F:3][C:4]([F:17])([F:16])[C:5]1[C:14]2[C:9](=[CH:10][CH:11]=[CH:12][CH:13]=2)[NH:8][C:7](=[O:15])[CH:6]=1.[CH3:18]I.[NH4+].[Cl-]. (5) Given the product [NH2:9][C:4]1[N:5]=[C:6]([N:16]2[C@H:11]([CH3:10])[CH2:12][CH2:13][C@H:14]([C:17]([OH:19])=[O:18])[CH2:15]2)[CH:7]=[C:2]([C:30]2[CH:31]=[CH:32][C:27]([C:25]#[N:26])=[C:28]([F:36])[CH:29]=2)[N:3]=1, predict the reactants needed to synthesize it. The reactants are: Cl[C:2]1[CH:7]=[C:6](Cl)[N:5]=[C:4]([NH2:9])[N:3]=1.[CH3:10][C@H:11]1[NH:16][CH2:15][C@@H:14]([C:17]([OH:19])=[O:18])[CH2:13][CH2:12]1.C([O-])(O)=O.[Na+].[C:25]([C:27]1[CH:32]=[CH:31][C:30](B(O)O)=[CH:29][C:28]=1[F:36])#[N:26].